This data is from Catalyst prediction with 721,799 reactions and 888 catalyst types from USPTO. The task is: Predict which catalyst facilitates the given reaction. (1) Reactant: C(OC([N:11]1[CH2:16][CH2:15][CH:14]([CH2:17][NH:18][C:19]2[C:24]([CH3:25])=[CH:23][N:22]=[C:21](Cl)[N:20]=2)[CH2:13][CH2:12]1)=O)C1C=CC=CC=1. Product: [CH3:25][C:24]1[C:19]([NH:18][CH2:17][CH:14]2[CH2:15][CH2:16][NH:11][CH2:12][CH2:13]2)=[N:20][CH:21]=[N:22][CH:23]=1. The catalyst class is: 29. (2) Reactant: Br[C:2]1[C:3]([F:12])=[C:4]([CH:9]=[CH:10][CH:11]=1)[C:5]([O:7][CH3:8])=[O:6].[NH2:13][C:14]1[CH:19]=[CH:18][C:17](B(O)O)=[CH:16][CH:15]=1.C([O-])([O-])=O.[Na+].[Na+].ClCCl. Product: [NH2:13][C:14]1[CH:19]=[CH:18][C:17]([C:2]2[CH:11]=[CH:10][CH:9]=[C:4]([C:5]([O:7][CH3:8])=[O:6])[C:3]=2[F:12])=[CH:16][CH:15]=1. The catalyst class is: 762. (3) The catalyst class is: 1. Reactant: [Cl:1][C:2]1[CH:7]=[CH:6][C:5]([N:8]=[C:9]=[S:10])=[CH:4][CH:3]=1.[CH3:11][C:12]([CH3:17])([CH3:16])[CH:13]([NH2:15])[CH3:14]. Product: [Cl:1][C:2]1[CH:7]=[CH:6][C:5]([NH:8][C:9]([NH:15][CH:13]([CH3:14])[C:12]([CH3:17])([CH3:16])[CH3:11])=[S:10])=[CH:4][CH:3]=1.